From a dataset of Peptide-MHC class I binding affinity with 185,985 pairs from IEDB/IMGT. Regression. Given a peptide amino acid sequence and an MHC pseudo amino acid sequence, predict their binding affinity value. This is MHC class I binding data. (1) The peptide sequence is IPFIAYFVLM. The MHC is HLA-A31:01 with pseudo-sequence HLA-A31:01. The binding affinity (normalized) is 0.401. (2) The peptide sequence is AIIDYIAYM. The MHC is HLA-A30:01 with pseudo-sequence HLA-A30:01. The binding affinity (normalized) is 0.504. (3) The peptide sequence is LTDRELLLL. The MHC is HLA-A02:01 with pseudo-sequence HLA-A02:01. The binding affinity (normalized) is 0.0847. (4) The peptide sequence is YPAVINSNI. The MHC is HLA-A11:01 with pseudo-sequence HLA-A11:01. The binding affinity (normalized) is 0.0847. (5) The peptide sequence is RRAYSGKQY. The MHC is HLA-B27:05 with pseudo-sequence HLA-B27:05. The binding affinity (normalized) is 0.497. (6) The peptide sequence is IRHENRMVL. The MHC is HLA-A11:01 with pseudo-sequence HLA-A11:01. The binding affinity (normalized) is 0.0847. (7) The peptide sequence is KPNYALATQ. The MHC is HLA-B07:02 with pseudo-sequence HLA-B07:02. The binding affinity (normalized) is 0.381.